This data is from Reaction yield outcomes from USPTO patents with 853,638 reactions. The task is: Predict the reaction yield, written as a fraction of the theoretical maximum amount of product (1.0 means a 100% yield; for example, 0.34 means a 34% yield). (1) The reactants are [CH3:1][C:2]1([CH3:30])[O:7][C@@H:6]([CH2:8][C:9]([N:11]([O:13][CH3:14])[CH3:12])=[O:10])[CH2:5][C@@H:4]([CH2:15]S(C2N(C3C=CC=CC=3)N=NN=2)(=O)=O)[O:3]1.[F:31][C:32]1[CH:37]=[CH:36][C:35]([C:38]2[C:43]([CH:44]=O)=[C:42]([CH:46]([CH3:48])[CH3:47])[N:41]=[C:40]([N:49]([CH3:54])[S:50]([CH3:53])(=[O:52])=[O:51])[N:39]=2)=[CH:34][CH:33]=1.C[Si]([N-][Si](C)(C)C)(C)C.[Li+].C(=O)(O)[O-].[Na+]. The catalyst is O1CCCC1. The product is [CH3:54][N:49]([C:40]1[N:39]=[C:38]([C:35]2[CH:36]=[CH:37][C:32]([F:31])=[CH:33][CH:34]=2)[C:43](/[CH:44]=[CH:15]/[C@H:4]2[O:3][C:2]([CH3:1])([CH3:30])[O:7][C@@H:6]([CH2:8][C:9]([N:11]([O:13][CH3:14])[CH3:12])=[O:10])[CH2:5]2)=[C:42]([CH:46]([CH3:48])[CH3:47])[N:41]=1)[S:50]([CH3:53])(=[O:52])=[O:51]. The yield is 0.800. (2) The product is [C:6]([C:5]1[C:8]([F:11])=[C:9]([F:10])[C:2]([C:19]2[CH:18]=[N:17][C:16]([C:14]#[N:15])=[N:21][CH:20]=2)=[C:3]([F:13])[C:4]=1[F:12])#[N:7]. The yield is 0.250. The catalyst is C1(C)C=CC=CC=1.C1C=CC(/C=C/C(/C=C/C2C=CC=CC=2)=O)=CC=1.C1C=CC(/C=C/C(/C=C/C2C=CC=CC=2)=O)=CC=1.C1C=CC(/C=C/C(/C=C/C2C=CC=CC=2)=O)=CC=1.[Pd].[Pd]. The reactants are Br[C:2]1[C:9]([F:10])=[C:8]([F:11])[C:5]([C:6]#[N:7])=[C:4]([F:12])[C:3]=1[F:13].[C:14]([C:16]1[N:21]=[CH:20][C:19](B2OC(C)(C)C(C)(C)O2)=[CH:18][N:17]=1)#[N:15].C1(P(C2CCCCC2)C2C=CC=CC=2C2C(OC)=CC=CC=2OC)CCCCC1.[O-]P([O-])([O-])=O.[K+].[K+].[K+]. (3) The reactants are [C:1]([C:3]1[C:4]([C:20]([F:23])([F:22])[F:21])=[C:5]2[C:9](=[CH:10][CH:11]=1)[N:8]([CH2:12][C:13](=[NH:16])[NH:14][OH:15])[C:7]([CH2:17][CH2:18][CH3:19])=[CH:6]2)#[N:2].[Br:24][C:25]1[CH:33]=[CH:32][C:31]([Cl:34])=[CH:30][C:26]=1[C:27](Cl)=O.C(N(CC)CC)C. The catalyst is C(#N)C. The product is [Br:24][C:25]1[CH:33]=[CH:32][C:31]([Cl:34])=[CH:30][C:26]=1[C:27]1[O:15][N:14]=[C:13]([CH2:12][N:8]2[C:9]3[C:5](=[C:4]([C:20]([F:22])([F:23])[F:21])[C:3]([C:1]#[N:2])=[CH:11][CH:10]=3)[CH:6]=[C:7]2[CH2:17][CH2:18][CH3:19])[N:16]=1. The yield is 0.360. (4) The reactants are [CH3:1][CH:2]1[CH2:11][CH:10]([OH:12])[C:9]2[C:4](=[CH:5][CH:6]=[CH:7][CH:8]=2)[NH:3]1.[CH2:13]([O:15][C:16]1[CH:24]=[CH:23][C:19]([C:20](Cl)=[O:21])=[CH:18][C:17]=1[O:25][CH3:26])[CH3:14].C(OC1C=CC(C(O)=O)=CC=1OC)C. The catalyst is N1C=CC=CC=1. The product is [CH2:13]([O:15][C:16]1[CH:24]=[CH:23][C:19]([C:20]([N:3]2[C:4]3[C:9](=[CH:8][CH:7]=[CH:6][CH:5]=3)[CH:10]([OH:12])[CH2:11][CH:2]2[CH3:1])=[O:21])=[CH:18][C:17]=1[O:25][CH3:26])[CH3:14]. The yield is 0.300. (5) The reactants are [CH2:1]([O:5][C:6]1[CH:11]=[CH:10][C:9]([S:12]([NH:15][CH:16]([C:21]2[CH:26]=[CH:25][C:24]([O:27][CH2:28][CH2:29][N:30]3[CH2:34][CH2:33][CH2:32][CH2:31]3)=[CH:23][CH:22]=2)[C:17]([O:19]C)=[O:18])(=[O:14])=[O:13])=[CH:8][CH:7]=1)[C:2]#[C:3][CH3:4].[OH-].[Na+]. The catalyst is C1COCC1.CO. The product is [CH2:1]([O:5][C:6]1[CH:11]=[CH:10][C:9]([S:12]([NH:15][CH:16]([C:21]2[CH:26]=[CH:25][C:24]([O:27][CH2:28][CH2:29][N:30]3[CH2:31][CH2:32][CH2:33][CH2:34]3)=[CH:23][CH:22]=2)[C:17]([OH:19])=[O:18])(=[O:13])=[O:14])=[CH:8][CH:7]=1)[C:2]#[C:3][CH3:4]. The yield is 0.660. (6) The reactants are [C:1]([O:9][C:10]1[CH:15]=[C:14]([OH:16])[C:13]([NH:17][C:18](=[O:25])[C:19]2[CH:24]=[CH:23][CH:22]=[CH:21][CH:20]=2)=[CH:12][C:11]=1[Cl:26])(=[O:8])[C:2]1[CH:7]=[CH:6][CH:5]=[CH:4][CH:3]=1.[N+](C1C=C(S(O[CH2:40][C@:41]2(C)[CH2:43][O:42]2)(=O)=O)C=CC=1)([O-])=O.CN(C=O)C. The catalyst is O. The product is [C:1]([O:9][C:10]1[CH:15]=[C:14]([O:16][CH2:40][C@@H:41]2[CH2:43][O:42]2)[C:13]([NH:17][C:18](=[O:25])[C:19]2[CH:20]=[CH:21][CH:22]=[CH:23][CH:24]=2)=[CH:12][C:11]=1[Cl:26])(=[O:8])[C:2]1[CH:7]=[CH:6][CH:5]=[CH:4][CH:3]=1. The yield is 0.980.